Dataset: Catalyst prediction with 721,799 reactions and 888 catalyst types from USPTO. Task: Predict which catalyst facilitates the given reaction. (1) Product: [Cl:35][C:32]1[CH:31]=[CH:30][C:29]([O:28][CH2:27][C:26]([N:23]2[CH2:24][CH2:25][N:20]([CH2:19][C:9]3[N:8]([C:6]4[CH:7]=[C:2]([CH:44]=[CH2:45])[CH:3]=[CH:4][C:5]=4[O:37][CH:38]([CH3:39])[CH3:40])[C:17](=[O:18])[C:16]4[C:11](=[CH:12][CH:13]=[CH:14][CH:15]=4)[N:10]=3)[CH2:21][CH2:22]2)=[O:36])=[CH:34][CH:33]=1. The catalyst class is: 235. Reactant: Br[C:2]1[CH:3]=[CH:4][C:5]([O:37][CH:38]([CH3:40])[CH3:39])=[C:6]([N:8]2[C:17](=[O:18])[C:16]3[C:11](=[CH:12][CH:13]=[CH:14][CH:15]=3)[N:10]=[C:9]2[CH2:19][N:20]2[CH2:25][CH2:24][N:23]([C:26](=[O:36])[CH2:27][O:28][C:29]3[CH:34]=[CH:33][C:32]([Cl:35])=[CH:31][CH:30]=3)[CH2:22][CH2:21]2)[CH:7]=1.BrNO[CH:44](C)[CH3:45].O1CCOCC1.C(C([Sn])=C(CCCC)CCCC)CCC.[F-].[K+]. (2) Reactant: CC1(C)C(C)(C)OB([C:9]2[CH:10]=[C:11]([C:30]3[N:34]([C:35]4[CH:40]=[CH:39][CH:38]=[CH:37][CH:36]=4)[C:33]4[CH:41]=[CH:42][CH:43]=[CH:44][C:32]=4[N:31]=3)[CH:12]=[C:13]([C:15]3[N:19]([C:20]4[CH:25]=[CH:24][CH:23]=[CH:22][CH:21]=4)[C:18]4[CH:26]=[CH:27][CH:28]=[CH:29][C:17]=4[N:16]=3)[CH:14]=2)O1.Br[C:47]1[CH:60]=[CH:59][C:50]2[O:51][C:52]3[CH:57]=[CH:56][C:55]([Br:58])=[CH:54][C:53]=3[C:49]=2[CH:48]=1.C(=O)([O-])[O-].[K+].[K+].O1CCOCC1. Product: [Br:58][C:55]1[CH:56]=[CH:57][C:52]2[O:51][C:50]3[CH:59]=[CH:60][C:47]([C:9]4[CH:14]=[C:13]([C:15]5[N:19]([C:20]6[CH:25]=[CH:24][CH:23]=[CH:22][CH:21]=6)[C:18]6[CH:26]=[CH:27][CH:28]=[CH:29][C:17]=6[N:16]=5)[CH:12]=[C:11]([C:30]5[N:34]([C:35]6[CH:40]=[CH:39][CH:38]=[CH:37][CH:36]=6)[C:33]6[CH:41]=[CH:42][CH:43]=[CH:44][C:32]=6[N:31]=5)[CH:10]=4)=[CH:48][C:49]=3[C:53]=2[CH:54]=1. The catalyst class is: 690. (3) Reactant: [CH3:1][C:2]1[CH:19]=[C:18]([CH2:20][N:21]2[CH2:25][CH2:24][CH2:23][CH2:22]2)[CH:17]=[CH:16][C:3]=1[O:4][CH:5]1[CH2:8][N:7](C(OC(C)(C)C)=O)[CH2:6]1. Product: [NH:7]1[CH2:6][CH:5]([O:4][C:3]2[CH:16]=[CH:17][C:18]([CH2:20][N:21]3[CH2:22][CH2:23][CH2:24][CH2:25]3)=[CH:19][C:2]=2[CH3:1])[CH2:8]1. The catalyst class is: 209. (4) The catalyst class is: 156. Reactant: Br[C:2]1[CH:3]=[C:4]([CH:8]2[C:17]([CH3:19])([CH3:18])[CH2:16][C:15]3[C:10](=[CH:11][CH:12]=[C:13]([C:20]([OH:22])=[O:21])[CH:14]=3)[NH:9]2)[CH:5]=[CH:6][CH:7]=1.[NH2:23][C:24]([CH3:28])([CH3:27])[CH2:25][OH:26].Cl.CN(C)CC(O)=O.C(=O)([O-])[O-].[K+].[K+]. Product: [OH:26][CH2:25][C:24]([NH:23][C:2]1[CH:3]=[C:4]([CH:8]2[C:17]([CH3:19])([CH3:18])[CH2:16][C:15]3[C:10](=[CH:11][CH:12]=[C:13]([C:20]([OH:22])=[O:21])[CH:14]=3)[NH:9]2)[CH:5]=[CH:6][CH:7]=1)([CH3:28])[CH3:27]. (5) Reactant: C([O:5][C:6](=[O:26])[C:7]([S:10][C:11]1[S:12][CH:13]=[C:14]([CH2:16][CH2:17][NH:18][C:19]2[N:24]=[CH:23][C:22](Br)=[CH:21][N:20]=2)[N:15]=1)([CH3:9])[CH3:8])(C)(C)C.[S:27]1[CH:31]=[CH:30][CH:29]=[C:28]1B(O)O.[F:35][C:36]([F:41])([F:40])[C:37]([OH:39])=[O:38]. Product: [F:35][C:36]([F:41])([F:40])[C:37]([OH:39])=[O:38].[CH3:9][C:7]([S:10][C:11]1[S:12][CH:13]=[C:14]([CH2:16][CH2:17][NH:18][C:19]2[N:20]=[CH:21][C:22]([C:28]3[S:27][CH:31]=[CH:30][CH:29]=3)=[CH:23][N:24]=2)[N:15]=1)([CH3:8])[C:6]([OH:5])=[O:26]. The catalyst class is: 4. (6) Reactant: [C:1]([O:5][C:6]([NH:8][C@H:9]1[CH2:13][CH2:12][N:11]([CH:14]([C:19]2[CH:20]=[CH:21][C:22]3[N:23]([C:25]([C:28]4[CH:37]=[CH:36][C:35]5[C:30](=[CH:31][C:32]([C:38]([OH:40])=O)=[CH:33][CH:34]=5)[N:29]=4)=[N:26][N:27]=3)[CH:24]=2)[C:15]([F:18])([F:17])[F:16])[CH2:10]1)=[O:7])([CH3:4])([CH3:3])[CH3:2].CN(C(ON1N=[N:56][C:51]2[CH:52]=CC=N[C:50]1=2)=[N+](C)C)C.F[P-](F)(F)(F)(F)F.CC(N)C.CCN(C(C)C)C(C)C. Product: [F:18][C:15]([F:17])([F:16])[CH:14]([N:11]1[CH2:12][CH2:13][C@H:9]([NH:8][C:6](=[O:7])[O:5][C:1]([CH3:4])([CH3:3])[CH3:2])[CH2:10]1)[C:19]1[CH:20]=[CH:21][C:22]2[N:23]([C:25]([C:28]3[CH:37]=[CH:36][C:35]4[C:30](=[CH:31][C:32]([C:38](=[O:40])[NH:56][CH:51]([CH3:52])[CH3:50])=[CH:33][CH:34]=4)[N:29]=3)=[N:26][N:27]=2)[CH:24]=1. The catalyst class is: 3. (7) Reactant: [F:1][C:2]1[CH:3]=[CH:4][C:5]([NH:8][NH2:9])=[N:6][CH:7]=1.[CH3:10][C:11]([O:14][C:15]([N:17]1[CH2:21][C@H:20]([C:22](O)=[O:23])[CH2:19][CH2:18]1)=[O:16])([CH3:13])[CH3:12].C1C=CC2N(O)N=NC=2C=1.C(Cl)CCl. Product: [C:11]([O:14][C:15]([N:17]1[CH2:18][CH2:19][C@@H:20]([C:22]([NH:9][NH:8][C:5]2[CH:4]=[CH:3][C:2]([F:1])=[CH:7][N:6]=2)=[O:23])[CH2:21]1)=[O:16])([CH3:13])([CH3:12])[CH3:10]. The catalyst class is: 34. (8) Reactant: [CH3:1][C:2]1[CH:7]=[CH:6][C:5]([NH2:8])=[CH:4][C:3]=1[NH:9][C:10]1[N:15]=[C:14]([C:16]2[CH:21]=[N:20][CH:19]=[CH:18][N:17]=2)[CH:13]=[CH:12][N:11]=1.[F:22][C:23]([F:37])([O:27][C:28]1[CH:29]=[C:30]([CH:34]=[CH:35][CH:36]=1)[C:31](O)=[O:32])[CH:24]([F:26])[F:25].F[P-](F)(F)(F)(F)F.N1(O[P+](N(C)C)(N(C)C)N(C)C)C2C=CC=CC=2N=N1.CCN(C(C)C)C(C)C. The catalyst class is: 18. Product: [CH3:1][C:2]1[CH:7]=[CH:6][C:5]([NH:8][C:31](=[O:32])[C:30]2[CH:34]=[CH:35][CH:36]=[C:28]([O:27][C:23]([F:22])([F:37])[CH:24]([F:25])[F:26])[CH:29]=2)=[CH:4][C:3]=1[NH:9][C:10]1[N:15]=[C:14]([C:16]2[CH:21]=[N:20][CH:19]=[CH:18][N:17]=2)[CH:13]=[CH:12][N:11]=1. (9) Reactant: [C:1]([NH:8][CH2:9][CH2:10][O:11][C:12]1[CH:17]=[CH:16][C:15]([CH2:18][C:19]([OH:21])=O)=[CH:14][CH:13]=1)([O:3][C:4]([CH3:7])([CH3:6])[CH3:5])=[O:2].C[CH2:23][N:24]=[C:25]=NCCCN(C)C.C1C=NC2N(O)N=NC=2C=1.Cl.CNC. Product: [CH3:23][N:24]([CH3:25])[C:19](=[O:21])[CH2:18][C:15]1[CH:16]=[CH:17][C:12]([O:11][CH2:10][CH2:9][NH:8][C:1]([O:3][C:4]([CH3:7])([CH3:6])[CH3:5])=[O:2])=[CH:13][CH:14]=1. The catalyst class is: 46. (10) Reactant: [N:1]([CH2:4][CH:5]1[O:10][C:9]2[C:11]([Br:15])=[CH:12][CH:13]=[CH:14][C:8]=2[N:7](C(OC(C)(C)C)=O)[CH2:6]1)=[N+:2]=[N-:3].C(O)(C(F)(F)F)=O.[OH-].[Na+].O. Product: [N:1]([CH2:4][CH:5]1[O:10][C:9]2[C:11]([Br:15])=[CH:12][CH:13]=[CH:14][C:8]=2[NH:7][CH2:6]1)=[N+:2]=[N-:3]. The catalyst class is: 2.